From a dataset of Catalyst prediction with 721,799 reactions and 888 catalyst types from USPTO. Predict which catalyst facilitates the given reaction. (1) Reactant: [Br:1][C:2]1[CH:7]=[CH:6][C:5]([F:8])=[CH:4][C:3]=1[N+:9]([O-])=O.[CH3:12][C:13](C)=O.C(=O)=O.C([Mg]Br)=C.[N+](C1C=CC=CC=1)([O-])=O.CC#N.C(=O)=O. Product: [F:8][C:5]1[CH:6]=[CH:7][C:2]([Br:1])=[C:3]2[C:4]=1[CH:12]=[CH:13][NH:9]2. The catalyst class is: 1. (2) Reactant: [Cl:1][C:2]1[C:6]([Cl:7])=[CH:5][O:4][C:3]=1[C:8]([OH:10])=[O:9].[Li+].CC([N-]C(C)C)C.[P:19](Cl)([O:24][CH2:25][CH3:26])([O:21][CH2:22][CH3:23])=[O:20]. Product: [CH2:22]([O:21][P:19]([C:5]1[O:4][C:3]([C:8]([OH:10])=[O:9])=[C:2]([Cl:1])[C:6]=1[Cl:7])([O:24][CH2:25][CH3:26])=[O:20])[CH3:23]. The catalyst class is: 27. (3) Reactant: [C:1]1(=[O:11])[NH:5][C:4](=[O:6])[C:3]2=[CH:7][CH:8]=[CH:9][CH:10]=[C:2]12.Cl[C:13]([O:15][CH2:16][CH3:17])=[O:14].CCOC(C)=O. Product: [O:6]=[C:4]1[C:3]2[C:2](=[CH:10][CH:9]=[CH:8][CH:7]=2)[C:1](=[O:11])[N:5]1[C:13]([O:15][CH2:16][CH3:17])=[O:14]. The catalyst class is: 3. (4) The catalyst class is: 349. Product: [F:31][C:28]1[CH:29]=[CH:30][C:25]([O:24][CH:21]2[CH2:22][CH2:23][N:18]([C:16](=[O:17])[C@@H:11]([NH2:10])[CH2:12][CH:13]([CH3:15])[CH3:14])[CH2:19][CH2:20]2)=[CH:26][CH:27]=1. Reactant: C(OC(=O)[NH:10][C@H:11]([C:16]([N:18]1[CH2:23][CH2:22][CH:21]([O:24][C:25]2[CH:30]=[CH:29][C:28]([F:31])=[CH:27][CH:26]=2)[CH2:20][CH2:19]1)=[O:17])[CH2:12][CH:13]([CH3:15])[CH3:14])C1C=CC=CC=1. (5) Product: [CH3:15][O:16][C:17](=[O:18])[C@H:19]([OH:21])[CH2:20][NH:1][C:2]1[CH:3]=[C:4]2[C:8](=[CH:9][CH:10]=1)[N:7]([CH2:11][CH2:12][CH3:13])[C:6](=[O:14])[CH2:5]2. The catalyst class is: 115. Reactant: [NH2:1][C:2]1[CH:3]=[C:4]2[C:8](=[CH:9][CH:10]=1)[N:7]([CH2:11][CH2:12][CH3:13])[C:6](=[O:14])[CH2:5]2.[CH3:15][O:16][C:17]([C@@H:19]1[O:21][CH2:20]1)=[O:18].FC(F)(F)S([O-])(=O)=O.[Li+]. (6) Reactant: [CH2:1]([NH:8][C:9](=[O:49])[C@@H:10]([OH:48])[CH:11]([NH:19][C:20](=[O:47])[C@@H:21]([NH:31][C:32](=[O:46])[C@@H:33]([NH:35][C:36](=[O:45])[CH2:37][CH2:38][C:39]1[N:40]([CH3:44])[N:41]=[CH:42][CH:43]=1)[CH3:34])[CH2:22][C:23]1[CH:28]=[CH:27][C:26]([O:29][CH3:30])=[CH:25][CH:24]=1)[CH2:12][C:13]1[CH:18]=[CH:17][CH:16]=[CH:15][CH:14]=1)[C:2]1[CH:7]=[CH:6][CH:5]=[CH:4][CH:3]=1.CC(OI1(OC(C)=O)(OC(C)=O)OC(=O)C2C=CC=CC1=2)=O. Product: [CH2:1]([NH:8][C:9](=[O:49])[C:10](=[O:48])[C@@H:11]([NH:19][C:20](=[O:47])[C@@H:21]([NH:31][C:32](=[O:46])[C@@H:33]([NH:35][C:36](=[O:45])[CH2:37][CH2:38][C:39]1[N:40]([CH3:44])[N:41]=[CH:42][CH:43]=1)[CH3:34])[CH2:22][C:23]1[CH:28]=[CH:27][C:26]([O:29][CH3:30])=[CH:25][CH:24]=1)[CH2:12][C:13]1[CH:14]=[CH:15][CH:16]=[CH:17][CH:18]=1)[C:2]1[CH:3]=[CH:4][CH:5]=[CH:6][CH:7]=1. The catalyst class is: 4. (7) Reactant: C(OC([NH:8][C@@H:9]([CH2:21][CH3:22])[CH:10]([C:12]1[O:13][C:14]2[CH:20]=[CH:19][CH:18]=[CH:17][C:15]=2[N:16]=1)[OH:11])=O)(C)(C)C.C[Si](C)(C)[Cl:25].CC(C)=O. Product: [ClH:25].[NH2:8][C@@H:9]([CH2:21][CH3:22])[CH:10]([C:12]1[O:13][C:14]2[CH:20]=[CH:19][CH:18]=[CH:17][C:15]=2[N:16]=1)[OH:11]. The catalyst class is: 32. (8) Reactant: Cl.[S:2]([N:12]1[C:16]2=[N:17][CH:18]=[C:19]([C:21]([O:23]C)=[O:22])[N:20]=[C:15]2[CH:14]=[CH:13]1)([C:5]1[CH:11]=[CH:10][C:8]([CH3:9])=[CH:7][CH:6]=1)(=[O:4])=[O:3]. Product: [S:2]([N:12]1[C:16]2=[N:17][CH:18]=[C:19]([C:21]([OH:23])=[O:22])[N:20]=[C:15]2[CH:14]=[CH:13]1)([C:5]1[CH:6]=[CH:7][C:8]([CH3:9])=[CH:10][CH:11]=1)(=[O:4])=[O:3]. The catalyst class is: 12. (9) Reactant: [N:1]([C:4]1[CH:9]=[CH:8][C:7]([Br:10])=[CH:6][CH:5]=1)=[N+:2]=[N-:3].[CH3:11][O:12][C:13](=[O:16])[CH2:14][CH3:15]. Product: [CH3:11][O:12][C:13]([C:14]1[N:1]([C:4]2[CH:9]=[CH:8][C:7]([Br:10])=[CH:6][CH:5]=2)[N:2]=[N:3][CH:15]=1)=[O:16]. The catalyst class is: 11. (10) Reactant: [CH2:1]([O:3][C:4]([C:6]1[N:10]2[CH2:11][CH2:12][NH:13][CH2:14][C:9]2=[N:8][CH:7]=1)=[O:5])[CH3:2].[C:15](OC(=O)C)(=[O:17])[CH3:16]. Product: [CH2:1]([O:3][C:4]([C:6]1[N:10]2[CH2:11][CH2:12][N:13]([C:15](=[O:17])[CH3:16])[CH2:14][C:9]2=[N:8][CH:7]=1)=[O:5])[CH3:2]. The catalyst class is: 7.